Dataset: Reaction yield outcomes from USPTO patents with 853,638 reactions. Task: Predict the reaction yield, written as a fraction of the theoretical maximum amount of product (1.0 means a 100% yield; for example, 0.34 means a 34% yield). The reactants are [C:1]([SH:5])([CH3:4])([CH3:3])[CH3:2].Cl[C:7]([O:9][CH:10]([Cl:12])[CH3:11])=[O:8].CN1CCOCC1. The catalyst is C(Cl)Cl. The product is [C:7](=[O:8])([S:5][C:1]([CH3:4])([CH3:3])[CH3:2])[O:9][CH:10]([Cl:12])[CH3:11]. The yield is 0.890.